Dataset: Catalyst prediction with 721,799 reactions and 888 catalyst types from USPTO. Task: Predict which catalyst facilitates the given reaction. (1) Reactant: [NH2:1][CH2:2][C:3]1[C:4]([F:24])=[CH:5][C:6]([Cl:23])=[C:7]([C:9]2[NH:10][C:11](=[O:22])[N:12]([C:14]3[CH:19]=[CH:18][C:17]([CH3:20])=[C:16]([Cl:21])[CH:15]=3)[N:13]=2)[CH:8]=1.[C:25](Cl)(=[O:30])[C:26]([CH3:29])([CH3:28])[CH3:27]. Product: [Cl:23][C:6]1[C:7]([C:9]2[NH:10][C:11](=[O:22])[N:12]([C:14]3[CH:19]=[CH:18][C:17]([CH3:20])=[C:16]([Cl:21])[CH:15]=3)[N:13]=2)=[CH:8][C:3]([CH2:2][NH:1][C:25](=[O:30])[C:26]([CH3:29])([CH3:28])[CH3:27])=[C:4]([F:24])[CH:5]=1. The catalyst class is: 1. (2) Reactant: [NH2:1][C:2]1[CH:7]=[C:6]([O:8][C:9]2[CH:14]=[CH:13][C:12]([NH2:15])=[CH:11][CH:10]=2)[CH:5]=[CH:4][N:3]=1.[F:16][C:17]1[CH:22]=[CH:21][C:20]([N:23]=[C:24]=[O:25])=[CH:19][CH:18]=1. Product: [NH2:1][C:2]1[CH:7]=[C:6]([O:8][C:9]2[CH:14]=[CH:13][C:12]([NH:15][C:24]([NH:23][C:20]3[CH:21]=[CH:22][C:17]([F:16])=[CH:18][CH:19]=3)=[O:25])=[CH:11][CH:10]=2)[CH:5]=[CH:4][N:3]=1. The catalyst class is: 213. (3) Reactant: Cl.[C:2]1([N:8]2[C:13]([CH3:14])=[CH:12][C:11](=O)[CH:10]=[C:9]2[CH3:16])[CH:7]=[CH:6][CH:5]=[CH:4][CH:3]=1.[C:17]([C:19]1[C:20](=[C:27]([C:30]#[N:31])[C:28]#[N:29])[O:21][C:22]([CH3:26])([CH3:25])[C:23]=1[CH3:24])#[N:18]. Product: [C:17]([CH:19]1[C:23](=[C:24]=[C:11]2[CH:12]=[C:13]([CH3:14])[N:8]([C:2]3[CH:7]=[CH:6][CH:5]=[CH:4][CH:3]=3)[C:9]([CH3:16])=[CH:10]2)[C:22]([CH3:26])([CH3:25])[O:21][C:20]1=[C:27]([C:28]#[N:29])[C:30]#[N:31])#[N:18]. The catalyst class is: 152. (4) The catalyst class is: 120. Reactant: [O:1]=[S:2]1(=[O:32])[C:8]2[CH:9]=[CH:10][CH:11]=[CH:12][C:7]=2[CH2:6][N:5]([C:13]2[CH:22]=[C:21]([N:23]3[CH2:27][CH2:26][CH:25]([C:28](O)=[O:29])[CH2:24]3)[C:20]3[C:15](=[CH:16][CH:17]=[C:18]([CH3:31])[CH:19]=3)[N:14]=2)[CH2:4][CH2:3]1.C(Cl)(=O)C([Cl:36])=O. Product: [O:1]=[S:2]1(=[O:32])[C:8]2[CH:9]=[CH:10][CH:11]=[CH:12][C:7]=2[CH2:6][N:5]([C:13]2[CH:22]=[C:21]([N:23]3[CH2:27][CH2:26][CH:25]([C:28]([Cl:36])=[O:29])[CH2:24]3)[C:20]3[C:15](=[CH:16][CH:17]=[C:18]([CH3:31])[CH:19]=3)[N:14]=2)[CH2:4][CH2:3]1. (5) The catalyst class is: 2. Reactant: [NH:1]1[C:5]2[CH:6]=[CH:7][CH:8]=[CH:9][C:4]=2[N:3]=[C:2]1[CH2:10][N:11]([CH:21]1[C:30]2[N:29]=[CH:28][CH:27]=[CH:26][C:25]=2[CH2:24][CH2:23][CH2:22]1)[CH2:12][C:13]1[CH:18]=[CH:17][C:16]([CH2:19][NH2:20])=[CH:15][CH:14]=1.[CH:31](=O)[C:32]1[C:33](=[CH:35][CH:36]=[CH:37][CH:38]=1)[OH:34].[BH-](OC(C)=O)(OC(C)=O)OC(C)=O.[Na+]. Product: [OH:34][C:33]1[CH:35]=[CH:36][CH:37]=[CH:38][C:32]=1[CH2:31][NH:20][CH2:19][C:16]1[CH:15]=[CH:14][C:13]([CH2:12][N:11]([CH2:10][C:2]2[NH:3][C:4]3[CH:9]=[CH:8][CH:7]=[CH:6][C:5]=3[N:1]=2)[CH:21]2[C:30]3[N:29]=[CH:28][CH:27]=[CH:26][C:25]=3[CH2:24][CH2:23][CH2:22]2)=[CH:18][CH:17]=1. (6) Reactant: F[C:2]1[CH:9]=[CH:8][C:5]([CH:6]=[O:7])=[CH:4][CH:3]=1.[CH3:10][S:11]([C:14]1[CH:19]=[CH:18][CH:17]=[CH:16][C:15]=1[OH:20])(=[O:13])=[O:12].C(=O)([O-])[O-].[K+].[K+]. Product: [CH3:10][S:11]([C:14]1[CH:19]=[CH:18][CH:17]=[CH:16][C:15]=1[O:20][C:2]1[CH:9]=[CH:8][C:5]([CH:6]=[O:7])=[CH:4][CH:3]=1)(=[O:12])=[O:13]. The catalyst class is: 42. (7) Reactant: [F:1][C:2]([F:22])([F:21])[O:3][C:4]1[CH:9]=[CH:8][C:7]([CH:10]2[CH2:15][NH:14][CH2:13][CH:12]([C:16]([O:18][CH2:19][CH3:20])=[O:17])[CH2:11]2)=[CH:6][CH:5]=1.C(N(CC)CC)C.[CH:30]1([C:35](Cl)=[O:36])[CH2:34][CH2:33][CH2:32][CH2:31]1. Product: [CH:30]1([C:35]([N:14]2[CH2:15][CH:10]([C:7]3[CH:8]=[CH:9][C:4]([O:3][C:2]([F:1])([F:21])[F:22])=[CH:5][CH:6]=3)[CH2:11][CH:12]([C:16]([O:18][CH2:19][CH3:20])=[O:17])[CH2:13]2)=[O:36])[CH2:34][CH2:33][CH2:32][CH2:31]1. The catalyst class is: 4. (8) Reactant: [CH2:1]([O:3][C:4]([C:6]1[NH:7][C:8]([CH3:11])=[CH:9][CH:10]=1)=[O:5])[CH3:2].[F:12][C:13]1[CH:18]=[CH:17][C:16]([CH2:19][C:20](Cl)=[O:21])=[CH:15][CH:14]=1. Product: [CH2:1]([O:3][C:4]([C:6]1[NH:7][C:8]([CH3:11])=[C:9]([C:20](=[O:21])[CH2:19][C:16]2[CH:17]=[CH:18][C:13]([F:12])=[CH:14][CH:15]=2)[CH:10]=1)=[O:5])[CH3:2]. The catalyst class is: 26. (9) Reactant: [OH:1][C:2]1[C:7]([CH:8]=[O:9])=[CH:6][C:5]([O:10][CH3:11])=[N:4][CH:3]=1.Cl.Cl[CH2:14][C:15]1[C:16]([C:21]2[N:25]([CH:26]([CH3:28])[CH3:27])[N:24]=[CH:23][CH:22]=2)=[N:17][CH:18]=[CH:19][CH:20]=1.C([O-])([O-])=O.[K+].[K+]. Product: [CH:26]([N:25]1[C:21]([C:16]2[C:15]([CH2:14][O:1][C:2]3[C:7]([CH:8]=[O:9])=[CH:6][C:5]([O:10][CH3:11])=[N:4][CH:3]=3)=[CH:20][CH:19]=[CH:18][N:17]=2)=[CH:22][CH:23]=[N:24]1)([CH3:28])[CH3:27]. The catalyst class is: 3. (10) Reactant: [Cl:1][C:2]1[CH:3]=[C:4]([N:23]([C@H:26]2[CH2:31][CH2:30][C@H:29]([N:32]([CH3:34])[CH3:33])[CH2:28][CH2:27]2)[CH2:24][CH3:25])[C:5]([CH3:22])=[C:6]([CH:21]=1)[C:7]([NH:9][CH2:10][C:11]1[C:12]([CH2:19][CH3:20])=[N:13][N:14]([CH3:18])[C:15]=1[O:16]C)=[O:8]. Product: [Cl:1][C:2]1[CH:3]=[C:4]([N:23]([C@H:26]2[CH2:31][CH2:30][C@H:29]([N:32]([CH3:34])[CH3:33])[CH2:28][CH2:27]2)[CH2:24][CH3:25])[C:5]([CH3:22])=[C:6]([CH:21]=1)[C:7]([NH:9][CH2:10][C:11]1[C:15](=[O:16])[N:14]([CH3:18])[NH:13][C:12]=1[CH2:19][CH3:20])=[O:8]. The catalyst class is: 33.